Dataset: NCI-60 drug combinations with 297,098 pairs across 59 cell lines. Task: Regression. Given two drug SMILES strings and cell line genomic features, predict the synergy score measuring deviation from expected non-interaction effect. (1) Drug 1: C1=C(C(=O)NC(=O)N1)F. Drug 2: CC1C(C(CC(O1)OC2CC(CC3=C2C(=C4C(=C3O)C(=O)C5=C(C4=O)C(=CC=C5)OC)O)(C(=O)CO)O)N)O.Cl. Cell line: OVCAR-4. Synergy scores: CSS=31.7, Synergy_ZIP=-16.3, Synergy_Bliss=-22.0, Synergy_Loewe=-16.4, Synergy_HSA=-15.3. (2) Drug 1: CN1C2=C(C=C(C=C2)N(CCCl)CCCl)N=C1CCCC(=O)O.Cl. Drug 2: C(CC(=O)O)C(=O)CN.Cl. Cell line: OVCAR-4. Synergy scores: CSS=3.77, Synergy_ZIP=-2.95, Synergy_Bliss=0.700, Synergy_Loewe=-4.57, Synergy_HSA=-0.705.